From a dataset of Forward reaction prediction with 1.9M reactions from USPTO patents (1976-2016). Predict the product of the given reaction. Given the reactants [Cl:1][C:2]1[CH:7]=[CH:6][C:5]([C:8]2[S:9][C:10]([CH2:25][CH3:26])=[C:11]([CH:13]3[C:18](=[O:19])[C:17]([CH3:21])([CH3:20])[O:16][C:15]([CH3:23])([CH3:22])[C:14]3=[O:24])[N:12]=2)=[CH:4][CH:3]=1.C(N(CC)CC)C.[C:34](Cl)(=[O:39])[C:35]([CH3:38])([CH3:37])[CH3:36], predict the reaction product. The product is: [Cl:1][C:2]1[CH:7]=[CH:6][C:5]([C:8]2[S:9][C:10]([CH2:25][CH3:26])=[C:11]([C:13]3[C:14](=[O:24])[C:15]([CH3:23])([CH3:22])[O:16][C:17]([CH3:20])([CH3:21])[C:18]=3[O:19][C:34](=[O:39])[C:35]([CH3:38])([CH3:37])[CH3:36])[N:12]=2)=[CH:4][CH:3]=1.